Dataset: NCI-60 drug combinations with 297,098 pairs across 59 cell lines. Task: Regression. Given two drug SMILES strings and cell line genomic features, predict the synergy score measuring deviation from expected non-interaction effect. (1) Drug 1: CN1CCC(CC1)COC2=C(C=C3C(=C2)N=CN=C3NC4=C(C=C(C=C4)Br)F)OC. Drug 2: CC1=CC2C(CCC3(C2CCC3(C(=O)C)OC(=O)C)C)C4(C1=CC(=O)CC4)C. Cell line: SN12C. Synergy scores: CSS=23.6, Synergy_ZIP=1.89, Synergy_Bliss=11.5, Synergy_Loewe=7.23, Synergy_HSA=12.9. (2) Drug 2: COC1=NC(=NC2=C1N=CN2C3C(C(C(O3)CO)O)O)N. Synergy scores: CSS=1.49, Synergy_ZIP=3.35, Synergy_Bliss=6.29, Synergy_Loewe=0.730, Synergy_HSA=2.57. Drug 1: CS(=O)(=O)C1=CC(=C(C=C1)C(=O)NC2=CC(=C(C=C2)Cl)C3=CC=CC=N3)Cl. Cell line: SNB-19. (3) Drug 1: C1=CC(=CC=C1CCCC(=O)O)N(CCCl)CCCl. Drug 2: C1=NC2=C(N1)C(=S)N=CN2. Cell line: MALME-3M. Synergy scores: CSS=-0.752, Synergy_ZIP=-10.1, Synergy_Bliss=-18.0, Synergy_Loewe=-17.1, Synergy_HSA=-14.7. (4) Drug 1: C1CNP(=O)(OC1)N(CCCl)CCCl. Drug 2: CC1C(C(CC(O1)OC2CC(CC3=C2C(=C4C(=C3O)C(=O)C5=CC=CC=C5C4=O)O)(C(=O)C)O)N)O. Cell line: CAKI-1. Synergy scores: CSS=36.3, Synergy_ZIP=3.41, Synergy_Bliss=2.66, Synergy_Loewe=-48.3, Synergy_HSA=-0.966. (5) Drug 1: CS(=O)(=O)C1=CC(=C(C=C1)C(=O)NC2=CC(=C(C=C2)Cl)C3=CC=CC=N3)Cl. Drug 2: CC1CCC2CC(C(=CC=CC=CC(CC(C(=O)C(C(C(=CC(C(=O)CC(OC(=O)C3CCCCN3C(=O)C(=O)C1(O2)O)C(C)CC4CCC(C(C4)OC)O)C)C)O)OC)C)C)C)OC. Cell line: NCI-H522. Synergy scores: CSS=34.0, Synergy_ZIP=6.62, Synergy_Bliss=9.32, Synergy_Loewe=-2.30, Synergy_HSA=11.1. (6) Drug 1: COC1=NC(=NC2=C1N=CN2C3C(C(C(O3)CO)O)O)N. Drug 2: C1CCC(C(C1)N)N.C(=O)(C(=O)[O-])[O-].[Pt+4]. Cell line: SF-539. Synergy scores: CSS=14.8, Synergy_ZIP=-10.5, Synergy_Bliss=-9.54, Synergy_Loewe=-10.3, Synergy_HSA=-5.15. (7) Drug 2: C(=O)(N)NO. Cell line: COLO 205. Synergy scores: CSS=-2.96, Synergy_ZIP=4.41, Synergy_Bliss=5.09, Synergy_Loewe=-2.81, Synergy_HSA=-1.88. Drug 1: CC1=C2C(C(=O)C3(C(CC4C(C3C(C(C2(C)C)(CC1OC(=O)C(C(C5=CC=CC=C5)NC(=O)OC(C)(C)C)O)O)OC(=O)C6=CC=CC=C6)(CO4)OC(=O)C)O)C)O.